From a dataset of Catalyst prediction with 721,799 reactions and 888 catalyst types from USPTO. Predict which catalyst facilitates the given reaction. Reactant: Br[C:2]1[N:6]2[N:7]=[C:8]([C:11]3[CH:12]=[C:13]([NH:19][S:20]([C:23]4[CH:28]=[CH:27][C:26]([F:29])=[CH:25][C:24]=4[F:30])(=[O:22])=[O:21])[C:14]([O:17][CH3:18])=[N:15][CH:16]=3)[CH:9]=[CH:10][C:5]2=[N:4][CH:3]=1.CCN(C(C)C)C(C)C.[CH3:40][C:41]([OH:45])([C:43]#[CH:44])[CH3:42]. Product: [F:30][C:24]1[CH:25]=[C:26]([F:29])[CH:27]=[CH:28][C:23]=1[S:20]([NH:19][C:13]1[C:14]([O:17][CH3:18])=[N:15][CH:16]=[C:11]([C:8]2[CH:9]=[CH:10][C:5]3[N:6]([C:2]([C:44]#[C:43][C:41]([OH:45])([CH3:42])[CH3:40])=[CH:3][N:4]=3)[N:7]=2)[CH:12]=1)(=[O:21])=[O:22]. The catalyst class is: 538.